From a dataset of Full USPTO retrosynthesis dataset with 1.9M reactions from patents (1976-2016). Predict the reactants needed to synthesize the given product. (1) Given the product [CH3:1][NH:2][C:3]1[CH:8]=[CH:7][N:6]2[CH:11]=[C:12]([C:14]3[CH:15]=[C:16]([CH3:20])[CH:17]=[CH:18][CH:19]=3)[N:9]=[C:5]2[CH:4]=1, predict the reactants needed to synthesize it. The reactants are: [CH3:1][NH:2][C:3]1[CH:8]=[CH:7][N:6]=[C:5]([NH2:9])[CH:4]=1.Br[CH2:11][C:12]([C:14]1[CH:15]=[C:16]([CH3:20])[CH:17]=[CH:18][CH:19]=1)=O. (2) Given the product [Cl:1][C:2]1[N:3]=[CH:4][N:5]([C:7]2[CH:12]=[CH:11][C:10]([NH:13][C:14]3[S:15][C:16]4[CH2:22][CH:21]([OH:23])[CH2:20][CH:19]([C:24]5[CH:29]=[CH:28][C:27]([F:30])=[CH:26][CH:25]=5)[C:17]=4[N:18]=3)=[CH:9][C:8]=2[O:31][CH3:32])[CH:6]=1, predict the reactants needed to synthesize it. The reactants are: [Cl:1][C:2]1[N:3]=[CH:4][N:5]([C:7]2[CH:12]=[CH:11][C:10]([NH:13][C:14]3[S:15][C:16]4[CH2:22][C:21](=[O:23])[CH2:20][CH:19]([C:24]5[CH:29]=[CH:28][C:27]([F:30])=[CH:26][CH:25]=5)[C:17]=4[N:18]=3)=[CH:9][C:8]=2[O:31][CH3:32])[CH:6]=1.[BH4-].[Na+].